Dataset: Full USPTO retrosynthesis dataset with 1.9M reactions from patents (1976-2016). Task: Predict the reactants needed to synthesize the given product. Given the product [CH:34]1[C:35]2[CH:23]([CH2:22][O:21][C:19]([N:1]3[C@H:5]([C:6]([OH:8])=[O:7])[CH2:4][C@@H:3]4[CH2:16][CH2:17][CH2:18][C@H:2]34)=[O:20])[C:24]3[C:29](=[CH:28][CH:27]=[CH:26][CH:25]=3)[C:30]=2[CH:31]=[CH:32][CH:33]=1, predict the reactants needed to synthesize it. The reactants are: [N:1]1([C:19]([O:21][CH2:22][CH:23]2[C:35]3[CH:34]=[CH:33][CH:32]=[CH:31][C:30]=3[C:29]3[C:24]2=[CH:25][CH:26]=[CH:27][CH:28]=3)=[O:20])[C@H:5]([C:6]([O:8]CC2C=CC=CC=2)=[O:7])[CH2:4][C@@H:3]2[CH2:16][CH2:17][CH2:18][C@H:2]12.C1CCCCC=1.